This data is from Forward reaction prediction with 1.9M reactions from USPTO patents (1976-2016). The task is: Predict the product of the given reaction. (1) The product is: [CH2:26]([C:25]1[N:24]([CH2:23][C:22]2[CH:31]=[CH:32][C:19]([O:18][CH3:17])=[CH:20][CH:21]=2)[N:39]=[N:38][N:37]=1)[CH2:27][CH:28]=[CH2:29]. Given the reactants N(C(OC(C)(C)C)=O)=NC(OC(C)(C)C)=O.[CH3:17][O:18][C:19]1[CH:32]=[CH:31][C:22]([CH2:23][NH:24][C:25](=S)[CH2:26][CH2:27][CH:28]=[CH2:29])=[CH:21][CH:20]=1.[Si]([N:37]=[N+:38]=[N-:39])(C)(C)C.C1(P(C2C=CC=CC=2)C2C=CC=CC=2)C=CC=CC=1, predict the reaction product. (2) Given the reactants O[C:2]1[C:3]2[N:11]=[CH:10][CH:9]=[C:8]([C:12]([NH2:14])=[O:13])[C:4]=2[N:5]=[CH:6][N:7]=1.Cl.Cl.[N:17]1([CH2:21][C@@H:22]([NH2:33])[C:23]2[CH:28]=[CH:27][C:26]([C:29]([F:32])([F:31])[F:30])=[CH:25][CH:24]=2)[CH2:20][CH2:19][CH2:18]1, predict the reaction product. The product is: [N:17]1([CH2:21][C@@H:22]([NH:33][C:2]2[C:3]3[N:11]=[CH:10][CH:9]=[C:8]([C:12]([NH2:14])=[O:13])[C:4]=3[N:5]=[CH:6][N:7]=2)[C:23]2[CH:28]=[CH:27][C:26]([C:29]([F:31])([F:32])[F:30])=[CH:25][CH:24]=2)[CH2:20][CH2:19][CH2:18]1. (3) Given the reactants [Cl:1][C:2]1[CH:3]=[CH:4][C:5]2[C:11]3[N:12]=[C:13]([NH:16][C:17]4[CH:22]=[CH:21][C:20](I)=[CH:19][CH:18]=4)[N:14]=[CH:15][C:10]=3[CH2:9][C:8](=[O:24])[NH:7][C:6]=2[CH:25]=1.[CH2:26]([OH:29])[C:27]#[CH:28], predict the reaction product. The product is: [Cl:1][C:2]1[CH:3]=[CH:4][C:5]2[C:11]3[N:12]=[C:13]([NH:16][C:17]4[CH:22]=[CH:21][C:20]([C:28]#[C:27][CH2:26][OH:29])=[CH:19][CH:18]=4)[N:14]=[CH:15][C:10]=3[CH2:9][C:8](=[O:24])[NH:7][C:6]=2[CH:25]=1.